This data is from Reaction yield outcomes from USPTO patents with 853,638 reactions. The task is: Predict the reaction yield, written as a fraction of the theoretical maximum amount of product (1.0 means a 100% yield; for example, 0.34 means a 34% yield). (1) The reactants are [F:1][C@H:2]1[CH2:7][CH2:6][C@H:5]([CH2:8][C@H:9]([NH:23]C(=O)OC(C)(C)C)[CH2:10][N:11]([C:13]([O:15][CH2:16][C:17]2[CH:22]=[CH:21][CH:20]=[CH:19][CH:18]=2)=[O:14])[CH3:12])[CH2:4][CH2:3]1. The catalyst is C(O)(C(F)(F)F)=O.C(Cl)Cl. The product is [NH2:23][C@@H:9]([CH2:8][C@H:5]1[CH2:4][CH2:3][C@@H:2]([F:1])[CH2:7][CH2:6]1)[CH2:10][N:11]([CH3:12])[C:13](=[O:14])[O:15][CH2:16][C:17]1[CH:18]=[CH:19][CH:20]=[CH:21][CH:22]=1. The yield is 0.950. (2) The reactants are [OH:1][C@@H:2]([CH2:24][NH:25][CH3:26])[CH2:3][NH:4][C:5]([C@@H:7]([NH:12][C:13]([C:15]1[S:16][C:17]2[CH:23]=[CH:22][CH:21]=[CH:20][C:18]=2[CH:19]=1)=[O:14])[CH2:8][CH:9]([CH3:11])[CH3:10])=[O:6].[C:27]([C:29]1[CH:34]=[CH:33][CH:32]=[CH:31][C:30]=1[S:35](Cl)(=[O:37])=[O:36])#[N:28]. The catalyst is C(Cl)Cl.C([O-])(O)=O.[Na+].O. The product is [C:27]([C:29]1[CH:34]=[CH:33][CH:32]=[CH:31][C:30]=1[S:35]([N:25]([CH3:26])[CH2:24][C@H:2]([OH:1])[CH2:3][NH:4][C:5]([C@@H:7]([NH:12][C:13]([C:15]1[S:16][C:17]2[CH:23]=[CH:22][CH:21]=[CH:20][C:18]=2[CH:19]=1)=[O:14])[CH2:8][CH:9]([CH3:11])[CH3:10])=[O:6])(=[O:37])=[O:36])#[N:28]. The yield is 0.880. (3) The yield is 0.923. The reactants are [CH:1]([N:14]1[CH2:17][CH:16](OS(C)(=O)=O)[CH2:15]1)([C:8]1[CH:13]=[CH:12][CH:11]=[CH:10][CH:9]=1)[C:2]1[CH:7]=[CH:6][CH:5]=[CH:4][CH:3]=1.O.[C-:24]#[N:25].[Na+].C(=O)([O-])[O-].[Na+].[Na+]. The catalyst is CN(C)C=O.C(OCC)(=O)C. The product is [CH:1]([N:14]1[CH2:17][CH:16]([C:24]#[N:25])[CH2:15]1)([C:8]1[CH:13]=[CH:12][CH:11]=[CH:10][CH:9]=1)[C:2]1[CH:7]=[CH:6][CH:5]=[CH:4][CH:3]=1. (4) The reactants are [OH:1][C:2]([C:9]1[S:10][CH:11]=[C:12]([CH3:14])[N:13]=1)([CH3:8])[C:3](OCC)=[O:4].O.[NH2:16][NH2:17]. The catalyst is CCO. The product is [OH:1][C:2]([C:9]1[S:10][CH:11]=[C:12]([CH3:14])[N:13]=1)([CH3:8])[C:3]([NH:16][NH2:17])=[O:4]. The yield is 0.780. (5) The reactants are [CH3:1][C:2]1[C:6]([C:7]2[C:16]3[O:15][CH2:14][C@H:13]([C:17]4[CH:22]=[CH:21][CH:20]=[CH:19][N:18]=4)[N:12]4[C:23]([C:25]5[CH2:26][CH2:27][N:28]([C:31](OC(C)(C)C)=[O:32])[CH2:29][CH:30]=5)=[N:24][C:10]([C:11]=34)=[CH:9][CH:8]=2)=[C:5]([CH3:38])[O:4][N:3]=1.Cl.O1CCOC[CH2:41]1. The catalyst is CO. The product is [C:31]([N:28]1[CH2:29][CH2:30][CH:25]([C:23]2[N:12]3[C@@H:13]([C:17]4[CH:22]=[CH:21][CH:20]=[CH:19][N:18]=4)[CH2:14][O:15][C:16]4=[C:11]3[C:10](=[CH:9][CH:8]=[C:7]4[C:6]3[C:2]([CH3:1])=[N:3][O:4][C:5]=3[CH3:38])[N:24]=2)[CH2:26][CH2:27]1)(=[O:32])[CH3:41]. The yield is 0.700. (6) The reactants are C[Mg]I.[Cl:4][C:5]1[CH:6]=[C:7]([N:12]2[CH:16]=[C:15]([CH:17]=[O:18])[N:14]=[CH:13]2)[CH:8]=[CH:9][C:10]=1[Cl:11].[CH2:19]1COCC1.[Cl-].[NH4+]. The catalyst is CCOCC. The product is [Cl:4][C:5]1[CH:6]=[C:7]([N:12]2[CH:16]=[C:15]([CH:17]([OH:18])[CH3:19])[N:14]=[CH:13]2)[CH:8]=[CH:9][C:10]=1[Cl:11]. The yield is 0.930. (7) The reactants are Br[C:2]1[CH:7]=[C:6]([CH3:8])[CH:5]=[C:4](/[C:9](=[N:16]/[C:17]2[C:22]([CH:23]([CH3:25])[CH3:24])=[CH:21][CH:20]=[CH:19][C:18]=2[CH:26]([CH3:28])[CH3:27])/[C:10]2[CH:15]=[CH:14][CH:13]=[CH:12][CH:11]=2)[C:3]=1[OH:29].[Li]CCCC.Br[C:36]1[CH:41]=[CH:40][CH:39]=[CH:38][C:37]=1[O:42][CH3:43].O. The catalyst is C1COCC1.[Cl-].[Cl-].[Zn+2].CC(C)([P](C(C)(C)C)([Pd][P](C(C)(C)C)(C(C)(C)C)C(C)(C)C)C(C)(C)C)C. The product is [CH:23]([C:22]1[CH:21]=[CH:20][CH:19]=[C:18]([CH:26]([CH3:27])[CH3:28])[C:17]=1/[N:16]=[C:9](\[C:10]1[CH:15]=[CH:14][CH:13]=[CH:12][CH:11]=1)/[C:4]1[CH:5]=[C:6]([CH3:8])[CH:7]=[C:2]([C:36]2[CH:41]=[CH:40][CH:39]=[CH:38][C:37]=2[O:42][CH3:43])[C:3]=1[OH:29])([CH3:24])[CH3:25]. The yield is 0.260. (8) The reactants are [NH2:1][C:2]1[CH:7]=[CH:6][C:5](Br)=[CH:4][C:3]=1[NH:9][C:10]([N:12]1[CH2:16][CH2:15][CH2:14][CH2:13]1)=[O:11].[CH3:17][C:18]1([CH3:34])[C:22]([CH3:24])([CH3:23])[O:21][B:20]([B:20]2[O:21][C:22]([CH3:24])([CH3:23])[C:18]([CH3:34])([CH3:17])[O:19]2)[O:19]1.C([O-])(=[O:37])C.[K+].[OH2:40]. The catalyst is C1(C)C=CC=CC=1.C1C=CC([P]([Pd]([P](C2C=CC=CC=2)(C2C=CC=CC=2)C2C=CC=CC=2)([P](C2C=CC=CC=2)(C2C=CC=CC=2)C2C=CC=CC=2)[P](C2C=CC=CC=2)(C2C=CC=CC=2)C2C=CC=CC=2)(C2C=CC=CC=2)C2C=CC=CC=2)=CC=1. The product is [N+:1]([C:2]1[CH:7]=[CH:6][C:5]([B:20]2[O:21][C:22]([CH3:24])([CH3:23])[C:18]([CH3:34])([CH3:17])[O:19]2)=[CH:4][C:3]=1[NH:9][C:10]([N:12]1[CH2:16][CH2:15][CH2:14][CH2:13]1)=[O:11])([O-:37])=[O:40]. The yield is 0.400. (9) The reactants are S(Br)([Br:3])=O.[O:5]1[CH2:9][CH2:8][O:7][CH:6]1[C:10]1[N:15]=[C:14]([CH2:16]O)[CH:13]=[CH:12][CH:11]=1.[N:18]1[CH:23]=[CH:22][CH:21]=[CH:20][CH:19]=1. The catalyst is C(Cl)Cl. The product is [BrH:3].[Br-:3].[O:7]1[CH2:8][CH2:9][O:5][CH:6]1[C:10]1[N:15]=[C:14]([CH2:16][N+:18]2[CH:23]=[CH:22][CH:21]=[CH:20][CH:19]=2)[CH:13]=[CH:12][CH:11]=1. The yield is 0.960. (10) The reactants are C(O[C:9]1[CH:14]=[CH:13][C:12]([C@@H:15]2[CH2:17][C@H:16]2[N+:18]([O-:20])=[O:19])=[CH:11][CH:10]=1)C1C=CC=CC=1.[Br:21]C1C=CC(/C=C/[N+]([O-])=O)=CC=1. No catalyst specified. The product is [Br:21][C:9]1[CH:14]=[CH:13][C:12]([C@@H:15]2[CH2:17][C@H:16]2[N+:18]([O-:20])=[O:19])=[CH:11][CH:10]=1. The yield is 0.270.